Dataset: Forward reaction prediction with 1.9M reactions from USPTO patents (1976-2016). Task: Predict the product of the given reaction. (1) Given the reactants [C:1]([O:5][C:6]([NH:8][CH2:9][CH2:10][CH2:11][O:12][C:13]1[CH:14]=[C:15]([C@@:19]([OH:30])([C:24]2[CH:29]=[CH:28][CH:27]=[CH:26][CH:25]=2)[C:20]([O:22]C)=[O:21])[CH:16]=[CH:17][CH:18]=1)=[O:7])([CH3:4])([CH3:3])[CH3:2].[OH-].[Na+], predict the reaction product. The product is: [C:1]([O:5][C:6]([NH:8][CH2:9][CH2:10][CH2:11][O:12][C:13]1[CH:14]=[C:15]([C@@:19]([OH:30])([C:24]2[CH:25]=[CH:26][CH:27]=[CH:28][CH:29]=2)[C:20]([OH:22])=[O:21])[CH:16]=[CH:17][CH:18]=1)=[O:7])([CH3:4])([CH3:2])[CH3:3]. (2) Given the reactants [NH2:1][CH2:2][C@@H:3]1[CH2:7][CH2:6][N:5]([CH2:8][CH2:9][N:10]2[C:19]3[C:14](=[CH:15][CH:16]=[C:17]([F:20])[CH:18]=3)[CH:13]=[CH:12][C:11]2=[O:21])[CH2:4]1.[O:22]=[C:23]1[CH2:28][O:27][C:26]2[CH:29]=[CH:30][C:31]([CH:33]=O)=[N:32][C:25]=2[NH:24]1.[O-]S([O-])(=O)=O.[Na+].[Na+].C(O[BH-](OC(=O)C)OC(=O)C)(=O)C.[Na+], predict the reaction product. The product is: [F:20][C:17]1[CH:18]=[C:19]2[C:14]([CH:13]=[CH:12][C:11](=[O:21])[N:10]2[CH2:9][CH2:8][N:5]2[CH2:6][CH2:7][C@@H:3]([CH2:2][NH:1][CH2:33][C:31]3[CH:30]=[CH:29][C:26]4[O:27][CH2:28][C:23](=[O:22])[NH:24][C:25]=4[N:32]=3)[CH2:4]2)=[CH:15][CH:16]=1. (3) Given the reactants [NH2:1][C:2]1[S:3][C:4]([C:10]2[C:15]([F:16])=[CH:14][C:13]([C:17]([OH:20])([CH3:19])[CH3:18])=[CH:12][C:11]=2[F:21])=[CH:5][C:6]=1[C:7]([NH2:9])=[O:8].Br[C:23]1[N:28]=[C:27]([CH:29]([OH:34])[C:30]([F:33])([F:32])[F:31])[CH:26]=[CH:25][CH:24]=1, predict the reaction product. The product is: [F:16][C:15]1[CH:14]=[C:13]([C:17]([OH:20])([CH3:18])[CH3:19])[CH:12]=[C:11]([F:21])[C:10]=1[C:4]1[S:3][C:2]([NH:1][C:23]2[CH:24]=[CH:25][CH:26]=[C:27]([CH:29]([OH:34])[C:30]([F:33])([F:32])[F:31])[N:28]=2)=[C:6]([C:7]([NH2:9])=[O:8])[CH:5]=1. (4) Given the reactants C([O:8][CH2:9][CH3:10])(OCC)OCC.[CH3:11][C:12]1[NH:13][CH:14]=[C:15](C)[C:16]=1[C:17]1[CH2:18][CH2:19][N:20]([CH3:23])[CH2:21][CH:22]=1, predict the reaction product. The product is: [CH3:14][C:15]1[C:16]([C:17]2[CH2:22][CH2:21][N:20]([CH3:23])[CH2:19][CH:18]=2)=[C:12]([CH3:11])[NH:13][C:10]=1[CH:9]=[O:8]. (5) Given the reactants [C:1]([C:3]1[CH:22]=[CH:21][C:6]([CH2:7][NH:8][C:9](=[O:20])[CH:10]([C:13]2[CH:18]=[CH:17][CH:16]=[C:15]([OH:19])[CH:14]=2)[O:11][CH3:12])=[CH:5][CH:4]=1)#[N:2].I[CH:24]([CH3:26])[CH3:25].C(=O)([O-])[O-].[Cs+].[Cs+], predict the reaction product. The product is: [C:1]([C:3]1[CH:4]=[CH:5][C:6]([CH2:7][NH:8][C:9](=[O:20])[CH:10]([C:13]2[CH:18]=[CH:17][CH:16]=[C:15]([O:19][CH:24]([CH3:26])[CH3:25])[CH:14]=2)[O:11][CH3:12])=[CH:21][CH:22]=1)#[N:2]. (6) Given the reactants [C:1]1([C:7]2([C:10]([F:13])([F:12])[F:11])[CH2:9][CH2:8]2)[CH:6]=[CH:5][CH:4]=[CH:3][CH:2]=1.[Br:14]Br.S([O-])([O-])=O.[Na+].[Na+], predict the reaction product. The product is: [Br:14][C:4]1[CH:5]=[CH:6][C:1]([C:7]2([C:10]([F:11])([F:12])[F:13])[CH2:9][CH2:8]2)=[CH:2][CH:3]=1.